Dataset: M1 muscarinic receptor antagonist screen with 61,756 compounds. Task: Binary Classification. Given a drug SMILES string, predict its activity (active/inactive) in a high-throughput screening assay against a specified biological target. (1) The compound is s1c(NC(=O)CCC(=O)N(c2cc3OCCOc3cc2)CC(=O)NCc2occc2)ncc1. The result is 0 (inactive). (2) The compound is S(c1n(CC)c(nn1)c1occc1)CC(=O)Nc1nc(ccc1)C. The result is 0 (inactive). (3) The drug is O(Cc1nc2n([nH]c(c2)C)c(=O)c1)C. The result is 0 (inactive).